This data is from Forward reaction prediction with 1.9M reactions from USPTO patents (1976-2016). The task is: Predict the product of the given reaction. (1) Given the reactants [CH2:1]1[C:5]2([CH2:10][C:9](=O)[CH2:8][CH2:7][O:6]2)[CH2:4][CH2:3][CH2:2]1.[C:12]([CH2:14][C:15]([O:17][CH3:18])=[O:16])#[N:13].C([O-])(=O)C.[NH4+].C(O)(=O)C, predict the reaction product. The product is: [C:12](/[C:14](=[C:9]1\[CH2:8][CH2:7][O:6][C:5]2([CH2:10]\1)[CH2:4][CH2:3][CH2:2][CH2:1]2)/[C:15]([O:17][CH3:18])=[O:16])#[N:13]. (2) Given the reactants [CH3:1][O:2][C:3](=[O:33])[CH2:4][CH:5]([NH:11][CH2:12][CH2:13][O:14][C:15]1[CH:20]=[CH:19][C:18]([CH2:21][CH2:22][CH2:23][CH2:24][NH:25]C(OC(C)(C)C)=O)=[CH:17][CH:16]=1)[CH2:6][C:7]([O:9][CH3:10])=[O:8].[ClH:34], predict the reaction product. The product is: [ClH:34].[ClH:34].[CH3:1][O:2][C:3](=[O:33])[CH2:4][CH:5]([NH:11][CH2:12][CH2:13][O:14][C:15]1[CH:16]=[CH:17][C:18]([CH2:21][CH2:22][CH2:23][CH2:24][NH2:25])=[CH:19][CH:20]=1)[CH2:6][C:7]([O:9][CH3:10])=[O:8]. (3) Given the reactants Br[CH2:2][CH2:3][CH2:4][O:5][C:6]1[CH:11]=[CH:10][CH:9]=[CH:8][C:7]=1[C:12]1[CH:17]=[CH:16][CH:15]=[CH:14][CH:13]=1.[NH:18]1[CH2:23][CH2:22][O:21][CH2:20][CH2:19]1, predict the reaction product. The product is: [C:7]1([C:12]2[CH:17]=[CH:16][CH:15]=[CH:14][CH:13]=2)[CH:8]=[CH:9][CH:10]=[CH:11][C:6]=1[O:5][CH2:4][CH2:3][CH2:2][N:18]1[CH2:23][CH2:22][O:21][CH2:20][CH2:19]1. (4) Given the reactants F[C:2](F)(F)[C:3](O)=O.N1(CC(O)=O)CCOCC1.[S:18]1[CH:22]=C[N:20]=[N:19]1.[C:23](N)([NH2:26])=[N:24]N.C(OC=C(C(OCC)=O)C(OCC)=O)C, predict the reaction product. The product is: [N:20]1[C:3]2[CH:2]=[N:24][CH:23]=[N:26][C:22]=2[S:18][N:19]=1. (5) Given the reactants [C:1]1([O:9][Si](C)(C)C)[CH2:8][CH2:7][CH2:6][CH2:5][CH2:4][CH2:3][CH:2]=1.[B-](F)(F)(F)[F:15].[B-](F)(F)(F)F.C1[N+]2(CCl)CC[N+](F)(CC2)C1.FF, predict the reaction product. The product is: [F:15][CH:2]1[CH2:3][CH2:4][CH2:5][CH2:6][CH2:7][CH2:8][C:1]1=[O:9]. (6) Given the reactants [C:1](OC(=O)C)(=[O:3])[CH3:2].FC(F)(F)C(O)=O.[F:15][C:16]1[C:21]([F:22])=[CH:20][CH:19]=[CH:18][C:17]=1[CH2:23][S:24][C:25]1[N:30]=[C:29]([NH:31][S:32]([N:35]2[CH2:40][CH2:39][NH:38][CH2:37][CH2:36]2)(=[O:34])=[O:33])[CH:28]=[C:27]([O:41][CH3:42])[N:26]=1.C(N(CC)C(C)C)(C)C, predict the reaction product. The product is: [C:1]([N:38]1[CH2:37][CH2:36][N:35]([S:32]([NH:31][C:29]2[CH:28]=[C:27]([O:41][CH3:42])[N:26]=[C:25]([S:24][CH2:23][C:17]3[CH:18]=[CH:19][CH:20]=[C:21]([F:22])[C:16]=3[F:15])[N:30]=2)(=[O:34])=[O:33])[CH2:40][CH2:39]1)(=[O:3])[CH3:2]. (7) Given the reactants Cl[C:2]1[N:11]=[C:10]([C:12]2[CH:17]=[CH:16][CH:15]=[CH:14][CH:13]=2)[C:9]2[C:4](=[CH:5][CH:6]=[CH:7][CH:8]=2)[N:3]=1.[NH2:18][C:19]1[CH:27]=[CH:26][C:22]([C:23]([OH:25])=[O:24])=[CH:21][CH:20]=1, predict the reaction product. The product is: [C:12]1([C:10]2[C:9]3[C:4](=[CH:5][CH:6]=[CH:7][CH:8]=3)[N:3]=[C:2]([NH:18][C:19]3[CH:27]=[CH:26][C:22]([C:23]([OH:25])=[O:24])=[CH:21][CH:20]=3)[N:11]=2)[CH:17]=[CH:16][CH:15]=[CH:14][CH:13]=1. (8) Given the reactants O[C:2]1[C:3]2[N:11]=[CH:10][CH:9]=[C:8]([C:12]([NH2:14])=[O:13])[C:4]=2[N:5]=[CH:6][N:7]=1.Cl.[NH2:16][C@@H:17]([C:33]1[CH:38]=[CH:37][C:36]([F:39])=[C:35]([Cl:40])[CH:34]=1)[CH2:18][N:19]([CH3:32])S(C1C=CC([N+]([O-])=O)=CC=1)(=O)=O, predict the reaction product. The product is: [Cl:40][C:35]1[CH:34]=[C:33]([C@H:17]([NH:16][C:2]2[C:3]3[N:11]=[CH:10][CH:9]=[C:8]([C:12]([NH2:14])=[O:13])[C:4]=3[N:5]=[CH:6][N:7]=2)[CH2:18][NH:19][CH3:32])[CH:38]=[CH:37][C:36]=1[F:39].